From a dataset of Full USPTO retrosynthesis dataset with 1.9M reactions from patents (1976-2016). Predict the reactants needed to synthesize the given product. Given the product [CH2:1]([O:8][C:9]1[CH:18]=[CH:17][C:16]2[C:11](=[CH:12][CH:13]=[C:14]([C:19]([N+:21]([O-:23])=[O:22])([CH3:20])[CH2:26][OH:27])[CH:15]=2)[N:10]=1)[CH2:2][CH2:3][CH2:4][CH2:5][CH2:6][CH3:7], predict the reactants needed to synthesize it. The reactants are: [CH2:1]([O:8][C:9]1[CH:18]=[CH:17][C:16]2[C:11](=[CH:12][CH:13]=[C:14]([CH:19]([N+:21]([O-:23])=[O:22])[CH3:20])[CH:15]=2)[N:10]=1)[CH2:2][CH2:3][CH2:4][CH2:5][CH2:6][CH3:7].C=O.[CH3:26][O:27][Na].